This data is from Full USPTO retrosynthesis dataset with 1.9M reactions from patents (1976-2016). The task is: Predict the reactants needed to synthesize the given product. (1) Given the product [Cl:1][C:2]1[CH:9]=[CH:8][C:5]([C@H:6]2[O:7][CH:26]=[N:25][C@@H:24]2[S:14]([C:17]2[CH:23]=[CH:22][C:20]([CH3:21])=[CH:19][CH:18]=2)(=[O:16])=[O:15])=[CH:4][C:3]=1[C:10]([F:11])([F:12])[F:13], predict the reactants needed to synthesize it. The reactants are: [Cl:1][C:2]1[CH:9]=[CH:8][C:5]([CH:6]=[O:7])=[CH:4][C:3]=1[C:10]([F:13])([F:12])[F:11].[S:14]([CH2:24][N+:25]#[C-:26])([C:17]1[CH:23]=[CH:22][C:20]([CH3:21])=[CH:19][CH:18]=1)(=[O:16])=[O:15].[C-]#N.[Na+]. (2) Given the product [CH2:16]([O:23][C:24]1[CH:25]=[CH:26][C:27]([N+:32]([O-:34])=[O:33])=[C:28]([N:29]([CH3:30])[C:2](=[O:3])[CH2:4][O:5][C:6]2[CH:7]=[C:8]([CH:13]=[CH:14][CH:15]=2)[C:9]([O:11][CH3:12])=[O:10])[CH:31]=1)[C:17]1[CH:18]=[CH:19][CH:20]=[CH:21][CH:22]=1, predict the reactants needed to synthesize it. The reactants are: Cl[C:2]([CH2:4][O:5][C:6]1[CH:7]=[C:8]([CH:13]=[CH:14][CH:15]=1)[C:9]([O:11][CH3:12])=[O:10])=[O:3].[CH2:16]([O:23][C:24]1[CH:25]=[CH:26][C:27]([N+:32]([O-:34])=[O:33])=[C:28]([CH:31]=1)[NH:29][CH3:30])[C:17]1[CH:22]=[CH:21][CH:20]=[CH:19][CH:18]=1.